This data is from Full USPTO retrosynthesis dataset with 1.9M reactions from patents (1976-2016). The task is: Predict the reactants needed to synthesize the given product. (1) Given the product [CH3:38][O:37][C:34]1[CH:33]=[CH:32][C:31]([CH2:30][N:10]2[C:11]3=[N:12][CH:13]=[C:14]4[C:19](=[O:20])[N:18]([CH2:21][CH2:22][C:23]5[CH:28]=[CH:27][CH:26]=[CH:25][CH:24]=5)[C:17](=[O:29])[C:15]4=[C:16]3[C:8]([C:4]3[CH:3]=[C:2]([NH:1][S:52]([C:46]4[CH:51]=[CH:50][CH:49]=[CH:48][CH:47]=4)(=[O:54])=[O:53])[CH:7]=[CH:6][CH:5]=3)=[N:9]2)=[CH:36][CH:35]=1, predict the reactants needed to synthesize it. The reactants are: [NH2:1][C:2]1[CH:3]=[C:4]([C:8]2[C:16]3[C:11](=[N:12][CH:13]=[C:14]4[C:19](=[O:20])[N:18]([CH2:21][CH2:22][C:23]5[CH:28]=[CH:27][CH:26]=[CH:25][CH:24]=5)[C:17](=[O:29])[C:15]4=3)[N:10]([CH2:30][C:31]3[CH:36]=[CH:35][C:34]([O:37][CH3:38])=[CH:33][CH:32]=3)[N:9]=2)[CH:5]=[CH:6][CH:7]=1.C(N(CC)CC)C.[C:46]1([S:52](Cl)(=[O:54])=[O:53])[CH:51]=[CH:50][CH:49]=[CH:48][CH:47]=1. (2) Given the product [CH3:30][O:1][C:2]1[C:27]([O:28][CH3:29])=[CH:26][C:5]2[C:6]3[N:11]([CH:12]([C:14]([CH3:18])([CH3:19])[CH2:15][O:16][CH3:17])[CH2:13][C:4]=2[CH:3]=1)[CH:10]=[C:9]([C:20]([O:22][CH2:23][CH3:24])=[O:21])[C:8](=[O:25])[CH:7]=3, predict the reactants needed to synthesize it. The reactants are: [OH:1][C:2]1[C:27]([O:28][CH3:29])=[CH:26][C:5]2[C:6]3[N:11]([CH:12]([C:14]([CH3:19])([CH3:18])[CH2:15][O:16][CH3:17])[CH2:13][C:4]=2[CH:3]=1)[CH:10]=[C:9]([C:20]([O:22][CH2:23][CH3:24])=[O:21])[C:8](=[O:25])[CH:7]=3.[C:30](=O)([O-])[O-].[K+].[K+].IC.O.